From a dataset of Catalyst prediction with 721,799 reactions and 888 catalyst types from USPTO. Predict which catalyst facilitates the given reaction. (1) Reactant: [CH:1]1([N:7]2[CH2:11][CH2:10][CH2:9][C:8]2=[O:12])[CH2:6][CH2:5][CH:4]=[CH:3][CH2:2]1.[Li+].CC([N-]C(C)C)C.[Br:21][C:22]1[CH:27]=[CH:26][C:25]([CH2:28]Br)=[C:24]([Cl:30])[CH:23]=1. Product: [Br:21][C:22]1[CH:27]=[CH:26][C:25]([CH2:28][CH:9]2[CH2:10][CH2:11][N:7]([CH:1]3[CH2:6][CH2:5][CH:4]=[CH:3][CH2:2]3)[C:8]2=[O:12])=[C:24]([Cl:30])[CH:23]=1. The catalyst class is: 1. (2) Reactant: [NH2:1][C:2]([CH3:27])([CH3:26])[C@H:3]([NH:8][C:9](=[O:25])[C:10]1[CH:15]=[CH:14][C:13]([C:16]#[C:17][C:18]#[C:19][CH:20]([OH:24])[CH2:21][CH2:22][OH:23])=[CH:12][CH:11]=1)[C:4](OC)=[O:5].[NH2:28][OH:29].O. Product: [NH2:1][C:2]([CH3:27])([CH3:26])[C@H:3]([NH:8][C:9](=[O:25])[C:10]1[CH:15]=[CH:14][C:13]([C:16]#[C:17][C:18]#[C:19][CH:20]([OH:24])[CH2:21][CH2:22][OH:23])=[CH:12][CH:11]=1)[C:4]([NH:28][OH:29])=[O:5]. The catalyst class is: 41.